This data is from Forward reaction prediction with 1.9M reactions from USPTO patents (1976-2016). The task is: Predict the product of the given reaction. (1) Given the reactants [Cl:1][C:2]1[N:7]=[CH:6][C:5]([NH:8][C:9]([CH2:11][O:12][C:13](=[O:15])[CH3:14])=O)=[C:4]([NH:16][C@@H:17]([CH3:22])[C:18]([F:21])([F:20])[F:19])[CH:3]=1.C(O)(=O)C, predict the reaction product. The product is: [Cl:1][C:2]1[N:7]=[CH:6][C:5]2[N:8]=[C:9]([CH2:11][O:12][C:13](=[O:15])[CH3:14])[N:16]([C@@H:17]([CH3:22])[C:18]([F:21])([F:20])[F:19])[C:4]=2[CH:3]=1. (2) Given the reactants [CH2:1]1[CH2:27][O:26][C:3]2([CH2:8][CH2:7][C@H:6]3[C@H:9]4[C@H:19]([CH2:20][CH2:21][C@:4]23[CH3:5])[C@:17]2([CH3:18])[C:12]([CH2:13][C@H:14]([O:22][C:23](=[O:25])[CH3:24])[CH2:15][CH2:16]2)=[CH:11][CH2:10]4)[O:2]1.[OH:28][C@@H]1CC[C@@]2(C)C(=CC[C@@H]3[C@@H]2CC[C@@]2(C)[C@H]3CCC2=O)C1.C(OOC(C)(C)C)(C)(C)C.C(=O)(O)[O-].[Na+].Cl([O-])(=O)(=O)=O.[Na+], predict the reaction product. The product is: [CH2:27]1[CH2:1][O:2][C:3]2([CH2:8][CH2:7][C@H:6]3[C@H:9]4[C@H:19]([CH2:20][CH2:21][C@:4]23[CH3:5])[C@:17]2([CH3:18])[C:12]([CH2:13][C@H:14]([O:22][C:23](=[O:25])[CH3:24])[CH2:15][CH2:16]2)=[CH:11][C:10]4=[O:28])[O:26]1. (3) Given the reactants N([O-])=O.[Na+].[CH3:5][O:6][C:7]1[C:8]([N+:14]([O-:16])=[O:15])=[C:9](N)[CH:10]=[CH:11][CH:12]=1.C([O-])(O)=O.[Na+].[ClH:22], predict the reaction product. The product is: [Cl:22][C:9]1[CH:10]=[CH:11][CH:12]=[C:7]([O:6][CH3:5])[C:8]=1[N+:14]([O-:16])=[O:15]. (4) The product is: [C:23]1([CH2:22][CH2:21][CH2:20][NH:19][C:15]2[CH:14]=[C:13]([S:12][C:9]3[CH:8]=[CH:7][C:6]([CH2:5][C:4]([OH:29])=[O:3])=[CH:11][CH:10]=3)[CH:18]=[CH:17][CH:16]=2)[CH:24]=[CH:25][CH:26]=[CH:27][CH:28]=1. Given the reactants C([O:3][C:4](=[O:29])[CH2:5][C:6]1[CH:11]=[CH:10][C:9]([S:12][C:13]2[CH:18]=[CH:17][CH:16]=[C:15]([NH:19][CH2:20][CH2:21][CH2:22][C:23]3[CH:28]=[CH:27][CH:26]=[CH:25][CH:24]=3)[CH:14]=2)=[CH:8][CH:7]=1)C.[OH-].[Na+].O.C(O)C, predict the reaction product. (5) Given the reactants [CH3:1][C:2]1[CH:6]=[C:5]([CH2:7][C:8]([NH:10][C:11]2[CH:16]=[CH:15][CH:14]=[CH:13][CH:12]=2)=[O:9])[O:4][N:3]=1.[CH3:17]OC(OC)N(C)C.[CH3:25][CH2:26][O:27][C:28]1[CH:29]=[CH:30][C:31]([NH2:34])=[CH:32][CH:33]=1, predict the reaction product. The product is: [CH2:26]([O:27][C:28]1[CH:33]=[CH:32][C:31]([NH:34][CH:17]=[C:7]([C:5]2[O:4][N:3]=[C:2]([CH3:1])[CH:6]=2)[C:8]([NH:10][C:11]2[CH:16]=[CH:15][CH:14]=[CH:13][CH:12]=2)=[O:9])=[CH:30][CH:29]=1)[CH3:25]. (6) The product is: [Cl:1][C:2]1[N:7]=[C:6]([N:16]([CH2:15][CH2:14][CH:13]([CH3:23])[CH3:12])[C@H:17]([C:19]([O:21][CH3:22])=[O:20])[CH3:18])[C:5]([N+:9]([O-:11])=[O:10])=[CH:4][N:3]=1. Given the reactants [Cl:1][C:2]1[N:7]=[C:6](Cl)[C:5]([N+:9]([O-:11])=[O:10])=[CH:4][N:3]=1.[CH3:12][CH:13]([CH3:23])[CH2:14][CH2:15][NH:16][C@H:17]([C:19]([O:21][CH3:22])=[O:20])[CH3:18].C(=O)(O)[O-].[K+], predict the reaction product. (7) The product is: [CH2:25]([O:19][C:18](=[O:20])/[CH:17]=[CH:16]/[C:8]1[C:7]2[C:11](=[CH:12][CH:13]=[CH:14][C:6]=2[O:5][C:4]2[CH:21]=[CH:22][C:23]([F:24])=[C:2]([Cl:1])[CH:3]=2)[N:10]([CH3:15])[CH:9]=1)[CH3:26]. Given the reactants [Cl:1][C:2]1[CH:3]=[C:4]([CH:21]=[CH:22][C:23]=1[F:24])[O:5][C:6]1[CH:14]=[CH:13][CH:12]=[C:11]2[C:7]=1[C:8](/[CH:16]=[CH:17]/[C:18]([OH:20])=[O:19])=[CH:9][N:10]2[CH3:15].[C:25](O)(=O)[CH:26]=C, predict the reaction product.